This data is from Microsomal clearance measurements from AstraZeneca. The task is: Regression/Classification. Given a drug SMILES string, predict its absorption, distribution, metabolism, or excretion properties. Task type varies by dataset: regression for continuous measurements (e.g., permeability, clearance, half-life) or binary classification for categorical outcomes (e.g., BBB penetration, CYP inhibition). For this dataset (clearance_microsome_az), we predict log10(clearance) (log10 of the in vitro intrinsic clearance, CLint, in uL/min per mg of human liver microsomal protein, equivalently mL/min/g; values are censored to the assay range of 3 to 150, which is 0.477 to 2.18 on this log10 scale). The molecule is O=C(NC[C@@H](O)CN1CCC(Oc2ccc(Cl)c(Cl)c2)CC1)c1c[nH]c(=O)c2cc(S(=O)(=O)N3CCC3)ccc12. The log10(clearance) is 1.68.